The task is: Regression. Given a peptide amino acid sequence and an MHC pseudo amino acid sequence, predict their binding affinity value. This is MHC class I binding data.. This data is from Peptide-MHC class I binding affinity with 185,985 pairs from IEDB/IMGT. (1) The peptide sequence is KRLRPGGKK. The MHC is Patr-A0101 with pseudo-sequence Patr-A0101. The binding affinity (normalized) is 0.192. (2) The peptide sequence is KEKGGLEGIYY. The MHC is H-2-Kk with pseudo-sequence H-2-Kk. The binding affinity (normalized) is 0.0974. (3) The peptide sequence is TVYPKTHYV. The MHC is HLA-A30:01 with pseudo-sequence HLA-A30:01. The binding affinity (normalized) is 0.391. (4) The peptide sequence is SKLRALLTL. The MHC is HLA-B46:01 with pseudo-sequence HLA-B46:01. The binding affinity (normalized) is 0.0847. (5) The binding affinity (normalized) is 0. The peptide sequence is GHQAAMQML. The MHC is HLA-B40:01 with pseudo-sequence HLA-B40:01. (6) The peptide sequence is GWPDNYCEW. The MHC is HLA-A02:06 with pseudo-sequence HLA-A02:06. The binding affinity (normalized) is 0.290.